This data is from Reaction yield outcomes from USPTO patents with 853,638 reactions. The task is: Predict the reaction yield, written as a fraction of the theoretical maximum amount of product (1.0 means a 100% yield; for example, 0.34 means a 34% yield). (1) The reactants are [C:1]([C:5]1[CH:6]=[C:7]([C:15]2[N:19]([C:20]3[CH:25]=[CH:24][C:23]([C:26](=[O:28])[NH2:27])=[CH:22][CH:21]=3)[N:18]=[C:17]([C:29]3[CH:38]=[CH:37][C:32]([C:33]([O:35]C)=[O:34])=[CH:31][CH:30]=3)[CH:16]=2)[CH:8]=[C:9]([O:11][CH:12]([CH3:14])[CH3:13])[CH:10]=1)([CH3:4])([CH3:3])[CH3:2].[Li+].[OH-].Cl. The catalyst is CO.C1COCC1. The product is [C:1]([C:5]1[CH:6]=[C:7]([C:15]2[N:19]([C:20]3[CH:25]=[CH:24][C:23]([C:26](=[O:28])[NH2:27])=[CH:22][CH:21]=3)[N:18]=[C:17]([C:29]3[CH:38]=[CH:37][C:32]([C:33]([OH:35])=[O:34])=[CH:31][CH:30]=3)[CH:16]=2)[CH:8]=[C:9]([O:11][CH:12]([CH3:14])[CH3:13])[CH:10]=1)([CH3:3])([CH3:4])[CH3:2]. The yield is 0.910. (2) The yield is 0.990. The product is [CH2:1]([O:8][C:9]1[C:14](=[O:15])[N:13]([S:30]([CH3:29])(=[O:32])=[O:31])[C:12]([N:16]2[CH2:17][CH2:18][CH:19]([CH2:22][O:23][S:30]([CH3:29])(=[O:32])=[O:31])[CH2:20][CH2:21]2)=[N:11][C:10]=1[C:24]([O:26][CH2:27][CH3:28])=[O:25])[C:2]1[CH:7]=[CH:6][CH:5]=[CH:4][CH:3]=1. The reactants are [CH2:1]([O:8][C:9]1[C:14](=[O:15])[NH:13][C:12]([N:16]2[CH2:21][CH2:20][CH:19]([CH2:22][OH:23])[CH2:18][CH2:17]2)=[N:11][C:10]=1[C:24]([O:26][CH2:27][CH3:28])=[O:25])[C:2]1[CH:7]=[CH:6][CH:5]=[CH:4][CH:3]=1.[CH3:29][S:30](Cl)(=[O:32])=[O:31].CCN(CC)CC. The catalyst is C1COCC1.